Regression/Classification. Given a drug SMILES string, predict its absorption, distribution, metabolism, or excretion properties. Task type varies by dataset: regression for continuous measurements (e.g., permeability, clearance, half-life) or binary classification for categorical outcomes (e.g., BBB penetration, CYP inhibition). Dataset: cyp3a4_veith. From a dataset of CYP3A4 inhibition data for predicting drug metabolism from PubChem BioAssay. (1) The drug is O=C(N/N=C/C1C(c2ccccc2)C1(Cl)Cl)c1cccc(Br)c1. The result is 1 (inhibitor). (2) The molecule is C[C@@H](c1ccccc1)N1C(=O)[C@H]2CC[C@@H]3/C(=N\OC[C@@H](O)COCc4ccco4)C[C@@H](O)[C@@H](O)[C@@H]3[C@@H]2C1=O. The result is 1 (inhibitor). (3) The drug is COC(=O)C(C(=O)OC)[C@@H]1CCCC(=O)C1. The result is 0 (non-inhibitor). (4) The molecule is CC(=O)O[C@]1(C)N=NC2(CCCCC2)O1. The result is 0 (non-inhibitor). (5) The drug is CCCC(=O)NCCc1c2n(c3ccc(OC)cc13)CCCc1ccccc1-2. The result is 1 (inhibitor). (6) The drug is Nc1nc(-c2ccccc2)c(CC(=O)O)s1. The result is 0 (non-inhibitor). (7) The result is 1 (inhibitor). The molecule is O=C1C(Cc2ccccc2)SC(=Nc2ccccc2)N1c1ccccc1.